The task is: Predict the reaction yield, written as a fraction of the theoretical maximum amount of product (1.0 means a 100% yield; for example, 0.34 means a 34% yield).. This data is from Reaction yield outcomes from USPTO patents with 853,638 reactions. (1) The reactants are [CH:1]1[CH:2]=[C:3]([CH2:6][NH:7][C:8]2[C:13]([C:14]([OH:16])=[O:15])=[CH:12][C:11]([S:17]([NH2:20])(=[O:19])=[O:18])=[C:10]([Cl:21])[CH:9]=2)[O:4][CH:5]=1.C1N=CN(C(N2C=N[CH:31]=[CH:30]2)=O)C=1.[C:34]([CH:38]([CH2:40][CH2:41][CH3:42])[O-])([CH3:37])(C)C.[K+].[Cl-].[Na+]. The catalyst is C1COCC1.C(OCC)(=O)C.O. The product is [NH2:20][S:17]([C:11]1[C:10]([Cl:21])=[CH:9][C:8]([NH:7][CH2:6][C:3]2[O:4][CH:5]=[CH:1][CH:2]=2)=[C:13]([CH:12]=1)[C:14]([O:16][C@H:30]([CH3:31])[C:37]1[CH:34]=[CH:38][CH:40]=[CH:41][CH:42]=1)=[O:15])(=[O:19])=[O:18]. The yield is 0.670. (2) The reactants are [CH2:1]([O:8][CH2:9][CH:10]=[O:11])[C:2]1[CH:7]=[CH:6][CH:5]=[CH:4][CH:3]=1.[CH2:12](O)[CH2:13][CH2:14][OH:15].C(OCC)(OCC)OCC.O.C1(C)C=CC(S(O)(=O)=O)=CC=1.C(N(CC)CC)C. No catalyst specified. The product is [CH2:1]([O:8][CH2:9][CH:10]1[O:15][CH2:14][CH2:13][CH2:12][O:11]1)[C:2]1[CH:7]=[CH:6][CH:5]=[CH:4][CH:3]=1. The yield is 0.580. (3) The reactants are [CH3:1][O:2][CH2:3][CH2:4][CH2:5][O:6][C:7]1[CH:8]=[C:9]2[C:13](=[C:14]([N:16]([CH3:26])[S:17]([C:20]3[CH:25]=[CH:24][CH:23]=[CH:22][N:21]=3)(=[O:19])=[O:18])[CH:15]=1)[NH:12][C:11]([C:27]([OH:29])=O)=[CH:10]2.[CH2:30]([S:37][CH:38]([CH2:41][N:42]1[CH2:47][CH2:46][S:45][CH2:44][CH2:43]1)[CH2:39][NH2:40])[C:31]1[CH:36]=[CH:35][CH:34]=[CH:33][CH:32]=1.N1(O)C2C=CC=CC=2N=N1.Cl.CN(C)CCCN=C=NCC. The catalyst is O.CN(C)C=O. The product is [CH2:30]([S:37][CH:38]([CH2:41][N:42]1[CH2:43][CH2:44][S:45][CH2:46][CH2:47]1)[CH2:39][NH:40][C:27]([C:11]1[NH:12][C:13]2[C:9]([CH:10]=1)=[CH:8][C:7]([O:6][CH2:5][CH2:4][CH2:3][O:2][CH3:1])=[CH:15][C:14]=2[N:16]([CH3:26])[S:17]([C:20]1[CH:25]=[CH:24][CH:23]=[CH:22][N:21]=1)(=[O:18])=[O:19])=[O:29])[C:31]1[CH:36]=[CH:35][CH:34]=[CH:33][CH:32]=1. The yield is 0.780. (4) The reactants are [Li]CCCC.Br[C:7]1[CH:12]=[CH:11][N:10]=[CH:9][CH:8]=1.[O:13]1[C:17]2([CH2:22][CH2:21][C:20](=[O:23])[CH2:19][CH2:18]2)[O:16][CH2:15][CH2:14]1.O. The catalyst is C1COCC1. The product is [N:10]1[CH:11]=[CH:12][C:7]([C:20]2([OH:23])[CH2:21][CH2:22][C:17]3([O:16][CH2:15][CH2:14][O:13]3)[CH2:18][CH2:19]2)=[CH:8][CH:9]=1. The yield is 0.640. (5) The reactants are [CH2:1]([C:8]1[N:9]([CH2:20][C:21]2[CH:26]=[CH:25][C:24]([C:27]3[CH:32]=[CH:31][CH:30]=[CH:29][CH:28]=3)=[CH:23][CH:22]=2)[N:10]=[C:11]2[C:16]=1[C:15](=[O:17])[N:14]([CH3:18])[C:13](=O)[NH:12]2)[C:2]1[CH:7]=[CH:6][CH:5]=[CH:4][CH:3]=1.O=P(Cl)(Cl)[Cl:35]. No catalyst specified. The product is [CH2:1]([C:8]1[N:9]([CH2:20][C:21]2[CH:26]=[CH:25][C:24]([C:27]3[CH:32]=[CH:31][CH:30]=[CH:29][CH:28]=3)=[CH:23][CH:22]=2)[N:10]=[C:11]2[C:16]=1[C:15](=[O:17])[N:14]([CH3:18])[C:13]([Cl:35])=[N:12]2)[C:2]1[CH:7]=[CH:6][CH:5]=[CH:4][CH:3]=1. The yield is 1.00.